Predict the product of the given reaction. From a dataset of Forward reaction prediction with 1.9M reactions from USPTO patents (1976-2016). (1) Given the reactants [C:1]([C:3]1[CH:11]=[CH:10][C:6]([C:7]([S-:9])=[S:8])=[CH:5][CH:4]=1)#[N:2].[Na+], predict the reaction product. The product is: [C:1]([C:3]1[CH:11]=[CH:10][C:6]([C:7]([S:9][S:9][C:7](=[S:8])[C:6]2[CH:5]=[CH:4][C:3]([C:1]#[N:2])=[CH:11][CH:10]=2)=[S:8])=[CH:5][CH:4]=1)#[N:2]. (2) Given the reactants C(N(CC)CC)C.[F:8][C:9]1[CH:14]=[CH:13][CH:12]=[CH:11][C:10]=1[N:15]1[C:23]2[C:18](=[C:19]([N:24]3[CH2:31][C@@H:30]4[C@@H:26]([CH2:27][NH:28][CH2:29]4)[C:25]3=[O:32])[CH:20]=[CH:21][CH:22]=2)[CH:17]=[N:16]1.[CH:33]1([S:36](Cl)(=[O:38])=[O:37])[CH2:35][CH2:34]1, predict the reaction product. The product is: [CH:33]1([S:36]([N:28]2[CH2:29][C@@H:30]3[CH2:31][N:24]([C:19]4[CH:20]=[CH:21][CH:22]=[C:23]5[C:18]=4[CH:17]=[N:16][N:15]5[C:10]4[CH:11]=[CH:12][CH:13]=[CH:14][C:9]=4[F:8])[C:25](=[O:32])[C@@H:26]3[CH2:27]2)(=[O:38])=[O:37])[CH2:35][CH2:34]1. (3) Given the reactants [NH:1]1[CH2:6][CH2:5][O:4][CH2:3][CH2:2]1.[C:7]([C:9]1[CH:19]=[CH:18][C:17]([O:20][C:21]2[CH:30]=[CH:29][C:24]3[B:25]([OH:28])[O:26][CH2:27][C:23]=3[CH:22]=2)=[CH:16][C:10]=1[O:11][CH2:12][C:13](O)=[O:14])#[N:8], predict the reaction product. The product is: [OH:28][B:25]1[C:24]2[CH:29]=[CH:30][C:21]([O:20][C:17]3[CH:18]=[CH:19][C:9]([C:7]#[N:8])=[C:10]([O:11][CH2:12][C:13]([N:1]4[CH2:6][CH2:5][O:4][CH2:3][CH2:2]4)=[O:14])[CH:16]=3)=[CH:22][C:23]=2[CH2:27][O:26]1. (4) Given the reactants [NH2:1][C:2]1[C:11]2[CH:10]=[CH:9][CH:8]=[C:7](Br)[C:6]=2[N:5]=[C:4]2[CH2:13][N:14]([CH:17]3[CH2:19][CH2:18]3)[C:15](=[O:16])[C:3]=12.CC1(C)COB([C:27]2[C:34]([O:35][CH3:36])=[CH:33][CH:32]=[CH:31][C:28]=2[C:29]#[N:30])OC1, predict the reaction product. The product is: [NH2:1][C:2]1[C:11]2[CH:10]=[CH:9][CH:8]=[C:7]([C:27]3[C:34]([O:35][CH3:36])=[CH:33][CH:32]=[CH:31][C:28]=3[C:29]#[N:30])[C:6]=2[N:5]=[C:4]2[CH2:13][N:14]([CH:17]3[CH2:19][CH2:18]3)[C:15](=[O:16])[C:3]=12.